Predict the reaction yield, written as a fraction of the theoretical maximum amount of product (1.0 means a 100% yield; for example, 0.34 means a 34% yield). From a dataset of Reaction yield outcomes from USPTO patents with 853,638 reactions. (1) The reactants are [C:1]([C:5]1[CH:9]=[C:8]([NH:10][C:11]([NH:13][C@@H:14]2[C:23]3[C:18](=[CH:19][CH:20]=[CH:21][CH:22]=3)[C@H:17]([O:24][C:25]3[CH:26]=[CH:27][C:28]4[N:29]([C:31]([N:34]5[CH2:39][CH2:38][CH2:37][CH2:36][C@@H:35]5[CH3:40])=[N:32][N:33]=4)[CH:30]=3)[CH2:16][CH2:15]2)=[O:12])[N:7]([CH2:41][CH2:42][O:43]S(C)(=O)=O)[N:6]=1)([CH3:4])([CH3:3])[CH3:2].[NH:48]1[CH2:53][CH2:52][CH2:51][CH2:50][CH2:49]1.CN(C=[O:58])C. No catalyst specified. The product is [CH:42]([OH:43])=[O:58].[C:1]([C:5]1[CH:9]=[C:8]([NH:10][C:11]([NH:13][C@@H:14]2[C:23]3[C:18](=[CH:19][CH:20]=[CH:21][CH:22]=3)[C@H:17]([O:24][C:25]3[CH:26]=[CH:27][C:28]4[N:29]([C:31]([N:34]5[CH2:39][CH2:38][CH2:37][CH2:36][C@@H:35]5[CH3:40])=[N:32][N:33]=4)[CH:30]=3)[CH2:16][CH2:15]2)=[O:12])[N:7]([CH2:41][CH2:42][N:48]2[CH2:53][CH2:52][CH2:51][CH2:50][CH2:49]2)[N:6]=1)([CH3:4])([CH3:3])[CH3:2]. The yield is 0.520. (2) The reactants are COCCO[AlH2-]OCCOC.[Na+].C1(C)C=CC=CC=1.[CH:20]1[C:29]2[C:24](=[CH:25][C:26]([C:30]([O:32][CH3:33])=[O:31])=[CH:27][CH:28]=2)[CH:23]=[CH:22][C:21]=1[C:34](OC)=[O:35].C(C(C(C([O-])=O)O)O)([O-])=O.[K+].[Na+]. The catalyst is O1CCCC1.O.C(OCC)(=O)C. The product is [OH:35][CH2:34][C:21]1[CH:20]=[C:29]2[C:24](=[CH:23][CH:22]=1)[CH:25]=[C:26]([C:30]([O:32][CH3:33])=[O:31])[CH:27]=[CH:28]2. The yield is 0.650. (3) The reactants are C(OC([N:8]([C:10]1([C@@H:13]2[CH2:17][CH2:16][NH:15][CH2:14]2)[CH2:12][CH2:11]1)[CH3:9])=O)(C)(C)C.C(N(CC)CC)C.F[C:26]1[CH:27]=[CH:28][C:29]2[C:39](=[O:40])[C:38]([C:41]([OH:43])=[O:42])=[CH:37][N:31]3[C@@H:32]([CH3:36])[CH2:33][O:34][C:35]=1[C:30]=23. The catalyst is CS(C)=O. The product is [CH3:36][C@@H:32]1[N:31]2[CH:37]=[C:38]([C:41]([OH:43])=[O:42])[C:39](=[O:40])[C:29]3[CH:28]=[CH:27][C:26]([N:15]4[CH2:16][CH2:17][C@@H:13]([C:10]5([NH:8][CH3:9])[CH2:11][CH2:12]5)[CH2:14]4)=[C:35]([C:30]=32)[O:34][CH2:33]1. The yield is 0.700. (4) The reactants are [NH2:1][C:2]1[CH:7]=[C:6]([CH:8]2[O:12][CH2:11][CH2:10][O:9]2)[CH:5]=[CH:4][C:3]=1[OH:13].C(N(C(C)C)CC)(C)C.Cl[C:24](Cl)([O:26]C(=O)OC(Cl)(Cl)Cl)Cl. The catalyst is C(Cl)Cl. The product is [O:12]1[CH2:11][CH2:10][O:9][CH:8]1[C:6]1[CH:5]=[CH:4][C:3]2[O:13][C:24](=[O:26])[NH:1][C:2]=2[CH:7]=1. The yield is 0.660. (5) The reactants are [CH3:1][N:2]([S:15]([C:18]1[S:19][CH:20]=[CH:21][CH:22]=1)(=[O:17])=[O:16])[C:3]1[CH:4]=[CH:5][CH:6]=[C:7]2[C:11]=1[NH:10][C:9]([C:12](O)=[O:13])=[CH:8]2.[NH2:23][CH2:24][C:25]([S:30][CH2:31][C:32]1[CH:37]=[CH:36][CH:35]=[CH:34][CH:33]=1)([CH3:29])[CH2:26][CH2:27][OH:28].N1(O)C2C=CC=CC=2N=N1.Cl.CN(C)CCCN=C=NCC. The catalyst is O.CN(C)C=O. The product is [CH2:31]([S:30][C:25]([CH3:29])([CH2:26][CH2:27][OH:28])[CH2:24][NH:23][C:12]([C:9]1[NH:10][C:11]2[C:7]([CH:8]=1)=[CH:6][CH:5]=[CH:4][C:3]=2[N:2]([CH3:1])[S:15]([C:18]1[S:19][CH:20]=[CH:21][CH:22]=1)(=[O:16])=[O:17])=[O:13])[C:32]1[CH:37]=[CH:36][CH:35]=[CH:34][CH:33]=1. The yield is 0.650. (6) The reactants are C([NH:5][S:6]([CH2:9][CH2:10][C:11]1[CH:16]=[CH:15][C:14]([NH:17][C:18]([C:20]2[N:21](COCC[Si](C)(C)C)[CH:22]=[C:23]([C:25]#[N:26])[N:24]=2)=[O:19])=[C:13]([C:35]2[CH2:40][CH2:39][C:38]([CH3:42])([CH3:41])[CH2:37][CH:36]=2)[CH:12]=1)(=[O:8])=[O:7])(C)(C)C.CCO.C1(OC)C=CC=CC=1.C(O)(C(F)(F)F)=O. The catalyst is C(Cl)Cl.CO. The product is [CH3:41][C:38]1([CH3:42])[CH2:39][CH2:40][C:35]([C:13]2[CH:12]=[C:11]([CH2:10][CH2:9][S:6](=[O:7])(=[O:8])[NH2:5])[CH:16]=[CH:15][C:14]=2[NH:17][C:18]([C:20]2[NH:21][CH:22]=[C:23]([C:25]#[N:26])[N:24]=2)=[O:19])=[CH:36][CH2:37]1. The yield is 0.320.